Task: Predict the reactants needed to synthesize the given product.. Dataset: Full USPTO retrosynthesis dataset with 1.9M reactions from patents (1976-2016) (1) Given the product [Cl:1][C:2]1[N:3]=[C:4]([N:14]2[CH2:19][CH2:18][O:17][CH2:16][CH2:15]2)[C:5]2[S:10][C:9]([CH2:11][N:12]([CH3:13])[C:27](=[O:34])[C:28]3[CH:33]=[CH:32][CH:31]=[CH:30][CH:29]=3)=[CH:8][C:6]=2[N:7]=1, predict the reactants needed to synthesize it. The reactants are: [Cl:1][C:2]1[N:3]=[C:4]([N:14]2[CH2:19][CH2:18][O:17][CH2:16][CH2:15]2)[C:5]2[S:10][C:9]([CH2:11][NH:12][CH3:13])=[CH:8][C:6]=2[N:7]=1.C(N(CC)CC)C.[C:27](Cl)(=[O:34])[C:28]1[CH:33]=[CH:32][CH:31]=[CH:30][CH:29]=1. (2) Given the product [NH2:19][CH2:18][C:13]1[C:12]([F:30])=[C:11]([O:10][C:8]2[CH:7]=[C:4]([CH:3]=[C:2]([Cl:1])[CH:9]=2)[C:5]#[N:6])[C:16]([Cl:17])=[CH:15][CH:14]=1, predict the reactants needed to synthesize it. The reactants are: [Cl:1][C:2]1[CH:3]=[C:4]([CH:7]=[C:8]([O:10][C:11]2[C:16]([Cl:17])=[CH:15][CH:14]=[C:13]([CH2:18][N:19]3C(=O)C4C(=CC=CC=4)C3=O)[C:12]=2[F:30])[CH:9]=1)[C:5]#[N:6].O.NN. (3) Given the product [CH3:20][S:17]([O:16][C:13]1[CH:12]=[CH:11][C:10](/[CH:3]=[CH:2]/[C:1]([OH:7])=[O:6])=[CH:15][CH:14]=1)(=[O:19])=[O:18], predict the reactants needed to synthesize it. The reactants are: [C:1]([OH:7])(=[O:6])[CH2:2][C:3](O)=O.C([C:10]1[CH:15]=[CH:14][C:13]([O:16][S:17]([CH3:20])(=[O:19])=[O:18])=[CH:12][CH:11]=1)=O.N1CCCCC1. (4) Given the product [CH3:33][S:30]([OH:34])(=[O:32])=[O:31].[F:1][C:2]1[CH:3]=[C:4]([CH:26]=[CH:27][C:28]=1[F:29])[C:5]([NH:7][C@H:8]1[CH2:13][CH2:12][C@@H:11]([NH:14][C:15]2[CH:24]=[C:23]([CH3:25])[C:22]3[C:17](=[CH:18][CH:19]=[CH:20][CH:21]=3)[N:16]=2)[CH2:10][CH2:9]1)=[O:6], predict the reactants needed to synthesize it. The reactants are: [F:1][C:2]1[CH:3]=[C:4]([CH:26]=[CH:27][C:28]=1[F:29])[C:5]([NH:7][C@H:8]1[CH2:13][CH2:12][C@@H:11]([NH:14][C:15]2[CH:24]=[C:23]([CH3:25])[C:22]3[C:17](=[CH:18][CH:19]=[CH:20][CH:21]=3)[N:16]=2)[CH2:10][CH2:9]1)=[O:6].[S:30]([OH:34])([CH3:33])(=[O:32])=[O:31]. (5) Given the product [F:17][C:9]1[CH:8]=[C:7]([CH:12]=[C:11]([O:13][CH2:14][CH2:15][CH3:16])[CH:10]=1)[CH:20]=[O:21], predict the reactants needed to synthesize it. The reactants are: C([Li])CCC.Br[C:7]1[CH:12]=[C:11]([O:13][CH2:14][CH2:15][CH3:16])[CH:10]=[C:9]([F:17])[CH:8]=1.CN(C)[CH:20]=[O:21]. (6) The reactants are: [CH3:1][Si](C=[N+]=[N-])(C)C.[CH2:8]([N:15]1[CH:23]=[N:22][C:21]2[C:16]1=[N:17][C:18]([C:27]1[CH:32]=[CH:31][C:30]([Cl:33])=[C:29]([O:34][CH3:35])[C:28]=1[F:36])=[N:19][C:20]=2[C:24]([OH:26])=[O:25])[C:9]1[CH:14]=[CH:13][CH:12]=[CH:11][CH:10]=1.C(O)(=O)C. Given the product [CH2:8]([N:15]1[CH:23]=[N:22][C:21]2[C:16]1=[N:17][C:18]([C:27]1[CH:32]=[CH:31][C:30]([Cl:33])=[C:29]([O:34][CH3:35])[C:28]=1[F:36])=[N:19][C:20]=2[C:24]([O:26][CH3:1])=[O:25])[C:9]1[CH:14]=[CH:13][CH:12]=[CH:11][CH:10]=1, predict the reactants needed to synthesize it. (7) Given the product [Br:16][C:3]1[CH:4]=[C:5]([CH:14]=[CH:15][CH:2]=1)[C:6]([N:8]1[CH2:13][CH2:12][O:11][CH2:10][CH2:9]1)=[O:7], predict the reactants needed to synthesize it. The reactants are: Br[C:2]1[CH:15]=[CH:14][C:5]([C:6]([N:8]2[CH2:13][CH2:12][O:11][CH2:10][CH2:9]2)=[O:7])=[CH:4][CH:3]=1.[Br:16]C1C=C(C=CC=1)C(Cl)=O.N1CCOCC1.